Dataset: Full USPTO retrosynthesis dataset with 1.9M reactions from patents (1976-2016). Task: Predict the reactants needed to synthesize the given product. Given the product [Br:10][C:11]1[CH:20]=[N:19][C:18]2[N:17]=[C:16]([N:32]3[CH2:35][CH:34]([N:36]([CH3:44])[C:37](=[O:43])[O:38][C:39]([CH3:40])([CH3:41])[CH3:42])[CH2:33]3)[N:15]3[N:22]=[C:23]([CH3:25])[CH:24]=[C:14]3[C:13]=2[CH:12]=1, predict the reactants needed to synthesize it. The reactants are: CCN(C(C)C)C(C)C.[Br:10][C:11]1[CH:20]=[N:19][C:18]2[N:17]=[C:16](O)[N:15]3[N:22]=[C:23]([CH3:25])[CH:24]=[C:14]3[C:13]=2[CH:12]=1.O=P(Cl)(Cl)Cl.Cl.[NH:32]1[CH2:35][CH:34]([N:36]([CH3:44])[C:37](=[O:43])[O:38][C:39]([CH3:42])([CH3:41])[CH3:40])[CH2:33]1.